Regression. Given a peptide amino acid sequence and an MHC pseudo amino acid sequence, predict their binding affinity value. This is MHC class II binding data. From a dataset of Peptide-MHC class II binding affinity with 134,281 pairs from IEDB. (1) The peptide sequence is AAVLFAATAAAAAAV. The MHC is DRB1_0901 with pseudo-sequence DRB1_0901. The binding affinity (normalized) is 0.582. (2) The binding affinity (normalized) is 0.138. The peptide sequence is GPGSTGLNITGVTCG. The MHC is DRB5_0101 with pseudo-sequence DRB5_0101. (3) The peptide sequence is MAEMKTDAATLAQEA. The MHC is DRB1_0701 with pseudo-sequence DRB1_0701. The binding affinity (normalized) is 0.454.